From a dataset of Reaction yield outcomes from USPTO patents with 853,638 reactions. Predict the reaction yield, written as a fraction of the theoretical maximum amount of product (1.0 means a 100% yield; for example, 0.34 means a 34% yield). The reactants are [CH3:1][S:2]([N:5]1[CH2:10][CH2:9][N:8]([C:11]2[CH:16]=[CH:15][C:14](Br)=[CH:13][CH:12]=2)[CH2:7][CH2:6]1)(=[O:4])=[O:3].[C:18]1([C:24]#[CH:25])[CH:23]=[CH:22][CH:21]=[CH:20][CH:19]=1. The catalyst is N1CCCCC1.[Cu]I.Cl[Pd](Cl)([P](C1C=CC=CC=1)(C1C=CC=CC=1)C1C=CC=CC=1)[P](C1C=CC=CC=1)(C1C=CC=CC=1)C1C=CC=CC=1.C1(P(C2C=CC=CC=2)C2C=CC=CC=2)C=CC=CC=1. The product is [CH3:1][S:2]([N:5]1[CH2:10][CH2:9][N:8]([C:11]2[CH:16]=[CH:15][C:14]([C:25]#[C:24][C:18]3[CH:23]=[CH:22][CH:21]=[CH:20][CH:19]=3)=[CH:13][CH:12]=2)[CH2:7][CH2:6]1)(=[O:4])=[O:3]. The yield is 0.320.